This data is from M1 muscarinic receptor agonist screen with 61,833 compounds. The task is: Binary Classification. Given a drug SMILES string, predict its activity (active/inactive) in a high-throughput screening assay against a specified biological target. (1) The drug is O=C1N(C(=O)C2C1C1CC2C=C1)c1cc(ccc1)c1oc2c(n1)cccc2. The result is 0 (inactive). (2) The drug is s1\c([nH]c(c2ccc(cc2)C)c1)=C(\C(=O)CN1CCN(CC1)C(=O)c1occc1)C#N. The result is 0 (inactive). (3) The drug is O(C1N=C(c2c(NC1=O)cccc2)c1ccccc1)C(=O)C. The result is 0 (inactive). (4) The drug is O1CCN(CC1)C(=O)C(/NC(=O)c1ccccc1)=C(\C)C. The result is 0 (inactive). (5) The compound is s1c2c(=O)n(CCCC(=O)N3CCN(CC3)Cc3cc4OCOc4cc3)c(=O)[nH]c2cc1. The result is 0 (inactive). (6) The compound is o1c2c(CN3CC(CCC3)C)c(O)c(cc2c(=O)c(c1)c1[nH]c2c(n1)cccc2)CC. The result is 0 (inactive). (7) The molecule is S1Cc2c(nn(c2NC(=O)CC)c2c(cc(cc2)C)C)C1. The result is 0 (inactive).